Dataset: Reaction yield outcomes from USPTO patents with 853,638 reactions. Task: Predict the reaction yield, written as a fraction of the theoretical maximum amount of product (1.0 means a 100% yield; for example, 0.34 means a 34% yield). The yield is 0.690. The product is [NH2:2][C:1]([C:3]1[S:4][C:5]([B:8]([OH:10])[OH:9])=[CH:6][CH:7]=1)=[O:11]. The catalyst is CO. The reactants are [C:1]([C:3]1[S:4][C:5]([B:8]([OH:10])[OH:9])=[CH:6][CH:7]=1)#[N:2].[OH-:11].[K+].Cl.